This data is from Forward reaction prediction with 1.9M reactions from USPTO patents (1976-2016). The task is: Predict the product of the given reaction. (1) Given the reactants C([C:8]([NH2:12])([OH:11])[CH2:9][CH3:10])(OC(C)(C)C)=O.[CH:13]1[CH:14]=[CH:15][C:16]([NH:23][C:24]2[C:25]([Cl:31])=[CH:26][CH:27]=[CH:28][C:29]=2[Cl:30])=[C:17]([CH2:19][C:20]([OH:22])=[O:21])[CH:18]=1.[ClH:32].C(OCC)(=O)C.C(OCC)C, predict the reaction product. The product is: [NH2:12][CH:8]([OH:11])[CH2:9][CH3:10].[CH:13]1[CH:14]=[CH:15][C:16]([NH:23][C:24]2[C:29]([Cl:30])=[CH:28][CH:27]=[CH:26][C:25]=2[Cl:31])=[C:17]([CH2:19][C:20]([OH:22])=[O:21])[CH:18]=1.[ClH:32]. (2) Given the reactants [CH3:1][C:2]1[CH:3]=[C:4]2[C:8](=[CH:9][CH:10]=1)[NH:7][C:6]1[CH2:11][CH:12]3[NH:17][CH:16]([C:5]2=1)[CH2:15][CH2:14][CH2:13]3.[C:18]([C:20]1[CH:25]=[CH:24][CH:23]=[C:22]([C:26]([F:29])([F:28])[F:27])[CH:21]=1)#[CH:19], predict the reaction product. The product is: [CH3:1][C:2]1[CH:3]=[C:4]2[C:8](=[CH:9][CH:10]=1)[N:7](/[CH:19]=[CH:18]\[C:20]1[CH:25]=[CH:24][CH:23]=[C:22]([C:26]([F:27])([F:28])[F:29])[CH:21]=1)[C:6]1[CH2:11][CH:12]3[NH:17][CH:16]([C:5]2=1)[CH2:15][CH2:14][CH2:13]3.